From a dataset of NCI-60 drug combinations with 297,098 pairs across 59 cell lines. Regression. Given two drug SMILES strings and cell line genomic features, predict the synergy score measuring deviation from expected non-interaction effect. (1) Drug 1: CC1=C2C(C(=O)C3(C(CC4C(C3C(C(C2(C)C)(CC1OC(=O)C(C(C5=CC=CC=C5)NC(=O)C6=CC=CC=C6)O)O)OC(=O)C7=CC=CC=C7)(CO4)OC(=O)C)O)C)OC(=O)C. Drug 2: CC(C)(C#N)C1=CC(=CC(=C1)CN2C=NC=N2)C(C)(C)C#N. Cell line: MDA-MB-231. Synergy scores: CSS=3.93, Synergy_ZIP=-1.67, Synergy_Bliss=-2.66, Synergy_Loewe=0.317, Synergy_HSA=-1.65. (2) Drug 1: CC(C)(C#N)C1=CC(=CC(=C1)CN2C=NC=N2)C(C)(C)C#N. Drug 2: CC1=C(C=C(C=C1)C(=O)NC2=CC(=CC(=C2)C(F)(F)F)N3C=C(N=C3)C)NC4=NC=CC(=N4)C5=CN=CC=C5. Cell line: MDA-MB-231. Synergy scores: CSS=-10.3, Synergy_ZIP=4.05, Synergy_Bliss=-2.70, Synergy_Loewe=-18.8, Synergy_HSA=-16.8. (3) Drug 1: CCC1=CC2CC(C3=C(CN(C2)C1)C4=CC=CC=C4N3)(C5=C(C=C6C(=C5)C78CCN9C7C(C=CC9)(C(C(C8N6C)(C(=O)OC)O)OC(=O)C)CC)OC)C(=O)OC.C(C(C(=O)O)O)(C(=O)O)O. Drug 2: C1C(C(OC1N2C=NC3=C(N=C(N=C32)Cl)N)CO)O. Cell line: TK-10. Synergy scores: CSS=10.5, Synergy_ZIP=-7.35, Synergy_Bliss=-2.67, Synergy_Loewe=-7.45, Synergy_HSA=-3.66. (4) Drug 1: C1CCN(CC1)CCOC2=CC=C(C=C2)C(=O)C3=C(SC4=C3C=CC(=C4)O)C5=CC=C(C=C5)O. Drug 2: CS(=O)(=O)CCNCC1=CC=C(O1)C2=CC3=C(C=C2)N=CN=C3NC4=CC(=C(C=C4)OCC5=CC(=CC=C5)F)Cl. Cell line: NCI-H460. Synergy scores: CSS=11.7, Synergy_ZIP=10.4, Synergy_Bliss=5.68, Synergy_Loewe=9.42, Synergy_HSA=1.48. (5) Drug 2: C1=CC(=CC=C1CC(C(=O)O)N)N(CCCl)CCCl.Cl. Cell line: SK-MEL-28. Drug 1: CC1=C(C=C(C=C1)NC2=NC=CC(=N2)N(C)C3=CC4=NN(C(=C4C=C3)C)C)S(=O)(=O)N.Cl. Synergy scores: CSS=-5.94, Synergy_ZIP=5.63, Synergy_Bliss=-1.62, Synergy_Loewe=-9.85, Synergy_HSA=-6.56. (6) Drug 1: CC1=C2C(C(=O)C3(C(CC4C(C3C(C(C2(C)C)(CC1OC(=O)C(C(C5=CC=CC=C5)NC(=O)OC(C)(C)C)O)O)OC(=O)C6=CC=CC=C6)(CO4)OC(=O)C)OC)C)OC. Drug 2: CC1C(C(=O)NC(C(=O)N2CCCC2C(=O)N(CC(=O)N(C(C(=O)O1)C(C)C)C)C)C(C)C)NC(=O)C3=C4C(=C(C=C3)C)OC5=C(C(=O)C(=C(C5=N4)C(=O)NC6C(OC(=O)C(N(C(=O)CN(C(=O)C7CCCN7C(=O)C(NC6=O)C(C)C)C)C)C(C)C)C)N)C. Cell line: SK-OV-3. Synergy scores: CSS=31.4, Synergy_ZIP=5.13, Synergy_Bliss=3.73, Synergy_Loewe=-7.82, Synergy_HSA=3.00. (7) Drug 1: CC1=C(C(CCC1)(C)C)C=CC(=CC=CC(=CC(=O)O)C)C. Drug 2: C(CN)CNCCSP(=O)(O)O. Cell line: NCI-H460. Synergy scores: CSS=-0.850, Synergy_ZIP=1.44, Synergy_Bliss=0.116, Synergy_Loewe=0.403, Synergy_HSA=-1.90. (8) Drug 1: C1=NC2=C(N=C(N=C2N1C3C(C(C(O3)CO)O)O)F)N. Drug 2: CC1=C(C=C(C=C1)C(=O)NC2=CC(=CC(=C2)C(F)(F)F)N3C=C(N=C3)C)NC4=NC=CC(=N4)C5=CN=CC=C5. Cell line: UACC62. Synergy scores: CSS=3.28, Synergy_ZIP=-0.423, Synergy_Bliss=2.27, Synergy_Loewe=0.135, Synergy_HSA=1.09. (9) Drug 1: CCN(CC)CCCC(C)NC1=C2C=C(C=CC2=NC3=C1C=CC(=C3)Cl)OC. Drug 2: CC1=C(C(=O)C2=C(C1=O)N3CC4C(C3(C2COC(=O)N)OC)N4)N. Cell line: MDA-MB-435. Synergy scores: CSS=11.1, Synergy_ZIP=-8.71, Synergy_Bliss=-3.03, Synergy_Loewe=-5.23, Synergy_HSA=-1.72.